From a dataset of Reaction yield outcomes from USPTO patents with 853,638 reactions. Predict the reaction yield, written as a fraction of the theoretical maximum amount of product (1.0 means a 100% yield; for example, 0.34 means a 34% yield). (1) The reactants are [F:1][C:2]([F:10])([F:9])[C:3](=[O:8])[CH2:4][C:5](=[O:7])[CH3:6].[NH2:11][C:12]([NH2:14])=[O:13].[CH:15](OCC)(OCC)OCC.CO[Na].Cl. The catalyst is C(O)C. The product is [C:5](/[C:4](/[C:3](=[O:8])[C:2]([F:10])([F:9])[F:1])=[CH:15]\[NH:11][C:12]([NH2:14])=[O:13])(=[O:7])[CH3:6]. The yield is 0.673. (2) The yield is 0.820. The reactants are [CH2:1](O)[CH3:2].C(=O)([O-])[O-].[Na+].[Na+].[NH2:10][C:11]1[N:12]=[N:13][C:14]([Cl:18])=[CH:15][C:16]=1Br.O.[C:20]1([CH3:26])[CH:25]=C[CH:23]=[CH:22][CH:21]=1. No catalyst specified. The product is [Cl:18][C:14]1[N:13]=[N:12][C:11]([NH2:10])=[C:16]([C:23]2[CH:22]=[CH:21][C:20]([CH3:26])=[CH:25][C:1]=2[CH3:2])[CH:15]=1. (3) The reactants are Br[C:2]1[CH:7]=[CH:6][C:5]([N+:8]([O-:10])=[O:9])=[CH:4][C:3]=1[O:11][CH3:12].C([O-])(=O)C.[K+].[CH3:18][C:19]1[S:20][CH:21]=[CH:22][N:23]=1. The catalyst is CN(C)C(=O)C.[Pd].C1(P(C2C=CC=CC=2)C2C=CC=CC=2)C=CC=CC=1.C1(P(C2C=CC=CC=2)C2C=CC=CC=2)C=CC=CC=1.C1(P(C2C=CC=CC=2)C2C=CC=CC=2)C=CC=CC=1.C1(P(C2C=CC=CC=2)C2C=CC=CC=2)C=CC=CC=1. The product is [CH3:12][O:11][C:3]1[CH:4]=[C:5]([N+:8]([O-:10])=[O:9])[CH:6]=[CH:7][C:2]=1[C:21]1[S:20][C:19]([CH3:18])=[N:23][CH:22]=1. The yield is 0.420. (4) The reactants are [Br:1][C:2]1[CH:3]=[C:4]([N+:12]([O-:14])=[O:13])[C:5]([CH3:11])=[C:6]([CH:10]=1)[C:7]([OH:9])=[O:8].IC.[C:17](=O)([O-])[O-].[Na+].[Na+]. The catalyst is CN(C=O)C. The product is [Br:1][C:2]1[CH:3]=[C:4]([N+:12]([O-:14])=[O:13])[C:5]([CH3:11])=[C:6]([CH:10]=1)[C:7]([O:9][CH3:17])=[O:8]. The yield is 0.945.